This data is from Full USPTO retrosynthesis dataset with 1.9M reactions from patents (1976-2016). The task is: Predict the reactants needed to synthesize the given product. (1) Given the product [C:2]([C:4]1[C:5](=[O:7])[NH:1][C:9]([OH:15])=[CH:10][C:11]=1[CH3:13])#[N:3], predict the reactants needed to synthesize it. The reactants are: [NH3:1].[C:2]([CH2:4][C:5]([O:7]C)=O)#[N:3].[C:9]([O:15]C)(=O)[CH2:10][C:11]([CH3:13])=O.Cl. (2) Given the product [CH3:23][O:22][C:20]1[CH:21]=[C:16]([O:15][CH3:14])[N:17]=[C:18]([NH:24][C:25]([NH:13][S:10]([C:3]2[C:4]([O:8][CH3:9])=[CH:5][CH:6]=[CH:7][C:2]=2[I:1])(=[O:12])=[O:11])=[O:26])[N:19]=1, predict the reactants needed to synthesize it. The reactants are: [I:1][C:2]1[CH:7]=[CH:6][CH:5]=[C:4]([O:8][CH3:9])[C:3]=1[S:10]([NH2:13])(=[O:12])=[O:11].[CH3:14][O:15][C:16]1[CH:21]=[C:20]([O:22][CH3:23])[N:19]=[C:18]([NH:24][C:25](=O)[O:26]C2C=CC=CC=2)[N:17]=1.N12CCCN=C1CCCCC2.